Dataset: Full USPTO retrosynthesis dataset with 1.9M reactions from patents (1976-2016). Task: Predict the reactants needed to synthesize the given product. (1) Given the product [CH2:1]([O:5][C:6]([C:8]1[N:9]=[C:10]([Cl:73])[C:11]2[C:16]([C:17]=1[OH:18])=[CH:15][C:14]([O:19][C:20]1[CH:34]=[CH:33][C:23]3[N:24]=[C:25]([N:27]4[CH2:32][CH2:31][O:30][CH2:29][CH2:28]4)[S:26][C:22]=3[CH:21]=1)=[CH:13][CH:12]=2)=[O:7])[CH2:2][CH2:3][CH3:4], predict the reactants needed to synthesize it. The reactants are: [CH2:1]([O:5][C:6]([C:8]1[N:9]=[C:10](O)[C:11]2[C:16]([C:17]=1[OH:18])=[CH:15][C:14]([O:19][C:20]1[CH:34]=[CH:33][C:23]3[N:24]=[C:25]([N:27]4[CH2:32][CH2:31][O:30][CH2:29][CH2:28]4)[S:26][C:22]=3[CH:21]=1)=[CH:13][CH:12]=2)=[O:7])[CH2:2][CH2:3][CH3:4].C(OC(C1N=C(O)C2C(C=1O)=CC=C(OC1C=CC3N=C(N4CCOCC4)SC=3C=1)C=2)=O)CCC.P(Cl)(Cl)([Cl:73])=O.C(=O)(O)[O-].[Na+]. (2) The reactants are: [Cl:1][C:2]1[CH:3]=[C:4]2[C:8](=[CH:9][CH:10]=1)[NH:7][CH:6]=[C:5]2[CH2:11][N:12]1[C:20]([C:21]2[N:22]([CH3:26])[CH:23]=[CH:24][N:25]=2)=[C:19]2[C:14]([NH:15][C:16](=[O:29])[N:17]([CH3:28])[C:18]2=[O:27])=[N:13]1.Br[CH2:31][CH2:32][CH:33]([CH3:35])[CH3:34].C(=O)([O-])[O-].[K+].[K+]. Given the product [Cl:1][C:2]1[CH:3]=[C:4]2[C:8](=[CH:9][CH:10]=1)[NH:7][CH:6]=[C:5]2[CH2:11][N:12]1[C:20]([C:21]2[N:22]([CH3:26])[CH:23]=[CH:24][N:25]=2)=[C:19]2[C:14]([N:15]([CH2:31][CH2:32][CH:33]([CH3:35])[CH3:34])[C:16](=[O:29])[N:17]([CH3:28])[C:18]2=[O:27])=[N:13]1, predict the reactants needed to synthesize it. (3) The reactants are: Cl.N[C@H]1CCN([C@H](C(N2CCOCC2)=O)C(C)C)C1=O.[CH3:21][O:22][C@H:23]([CH3:47])[C@H:24]([N:33]1[CH2:37][CH2:36][C@H:35]([NH:38]C(=O)OC(C)(C)C)[C:34]1=[O:46])[C:25]([N:27]1[CH2:32][CH2:31][O:30][CH2:29][CH2:28]1)=[O:26]. Given the product [NH2:38][C@H:35]1[CH2:36][CH2:37][N:33]([C@H:24]([C:25]([N:27]2[CH2:28][CH2:29][O:30][CH2:31][CH2:32]2)=[O:26])[C@H:23]([O:22][CH3:21])[CH3:47])[C:34]1=[O:46], predict the reactants needed to synthesize it. (4) Given the product [F:26][C:27]1[CH:32]=[C:31]([F:33])[CH:30]=[CH:29][C:28]=1[O:5][CH2:6][CH2:7][N:8]1[C:16]2[N:15]=[C:14]([NH2:17])[N:13]3[N:18]=[C:19]([C:21]4[O:22][CH:23]=[CH:24][CH:25]=4)[N:20]=[C:12]3[C:11]=2[CH:10]=[CH:9]1, predict the reactants needed to synthesize it. The reactants are: CS([O:5][CH2:6][CH2:7][N:8]1[C:16]2[N:15]=[C:14]([NH2:17])[N:13]3[N:18]=[C:19]([C:21]4[O:22][CH:23]=[CH:24][CH:25]=4)[N:20]=[C:12]3[C:11]=2[CH:10]=[CH:9]1)(=O)=O.[F:26][C:27]1[CH:32]=[C:31]([F:33])[CH:30]=[CH:29][C:28]=1O.CCN(C(C)C)C(C)C. (5) Given the product [Br:1][C:2]1[CH:7]=[C:6]([CH:8]2[O:21][CH2:20][CH2:19][O:9]2)[C:5]([O:10][CH3:11])=[CH:4][C:3]=1[C:12]1[CH:17]=[CH:16][C:15]([F:18])=[CH:14][CH:13]=1, predict the reactants needed to synthesize it. The reactants are: [Br:1][C:2]1[CH:7]=[C:6]([CH:8]=[O:9])[C:5]([O:10][CH3:11])=[CH:4][C:3]=1[C:12]1[CH:17]=[CH:16][C:15]([F:18])=[CH:14][CH:13]=1.[CH2:19](O)[CH2:20][OH:21].O.C1(C)C=CC(S(O)(=O)=O)=CC=1.C(=O)([O-])O.[Na+].